This data is from Catalyst prediction with 721,799 reactions and 888 catalyst types from USPTO. The task is: Predict which catalyst facilitates the given reaction. (1) Reactant: [CH3:1][C:2]1[C:6]([C:7]2[C:16]3[O:15][CH2:14][C@H:13]([C:17]4[CH:22]=[CH:21][CH:20]=[CH:19][N:18]=4)[N:12]4C(C=C)=[N:24][C:10]([C:11]=34)=[CH:9][CH:8]=2)=[C:5]([CH3:27])[O:4][N:3]=1.S([O-])([O-])=[O:29].[Na+].[Na+].[C:34]([OH:38])([CH3:37])([CH3:36])C. Product: [CH3:1][C:2]1[C:6]([C:7]2[C:16]3[O:15][CH2:14][C@H:13]([C:17]4[CH:22]=[CH:21][CH:20]=[CH:19][N:18]=4)[N:12]4[C:36]([C@@H:34]([OH:38])[CH2:37][OH:29])=[N:24][C:10]([C:11]=34)=[CH:9][CH:8]=2)=[C:5]([CH3:27])[O:4][N:3]=1. The catalyst class is: 6. (2) Reactant: C([N:8](C(OC(C)(C)C)=O)[C:9]1[N:14]=[C:13]([C:15]2[NH:38][C:18]3=[N:19][CH:20]=[CH:21][C:22]([C:23]4[CH:24]=[CH:25][C:26]([O:31][CH:32]5[CH2:37][CH2:36][O:35][CH2:34][CH2:33]5)=[C:27]([CH:30]=4)[C:28]#[N:29])=[C:17]3[CH:16]=2)[CH:12]=[N:11][CH:10]=1)(OC(C)(C)C)=O. Product: [NH2:8][C:9]1[N:14]=[C:13]([C:15]2[NH:38][C:18]3=[N:19][CH:20]=[CH:21][C:22]([C:23]4[CH:24]=[CH:25][C:26]([O:31][CH:32]5[CH2:37][CH2:36][O:35][CH2:34][CH2:33]5)=[C:27]([CH:30]=4)[C:28]#[N:29])=[C:17]3[CH:16]=2)[CH:12]=[N:11][CH:10]=1. The catalyst class is: 67. (3) Reactant: Br[C:2]1[CH:7]=[CH:6][C:5]([O:8][CH3:9])=[C:4](C)[CH:3]=1.[Mg].[Br:12][CH2:13][CH2:14][CH2:15][CH2:16]Br.[Li+].[Cl-].[Cl-].[NH4+].[CH2:22]1COCC1. Product: [Br:12][CH2:13][CH2:14][CH2:15][CH2:16][C:2]1[CH:3]=[CH:4][C:5]([O:8][CH3:9])=[CH:6][C:7]=1[CH3:22]. The catalyst class is: 13. (4) Reactant: [NH:1]1[CH2:6][CH2:5][O:4][CH2:3][CH:2]1[CH2:7][OH:8].I[CH2:10][CH3:11].C([O-])([O-])=O.[K+].[K+]. Product: [CH2:10]([N:1]1[CH2:6][CH2:5][O:4][CH2:3][CH:2]1[CH2:7][OH:8])[CH3:11]. The catalyst class is: 35. (5) Reactant: C(Cl)(=O)C.[N+:5]([C:8]([CH3:38])([CH3:37])[CH2:9][O:10][C:11]1[CH:16]=[CH:15][C:14]([NH:17][C:18](=[O:29])[C:19]2[CH:24]=[CH:23][CH:22]=[C:21]([C:25]([F:28])([F:27])[F:26])[CH:20]=2)=[CH:13][C:12]=1[C:30]1[N:31]([CH3:36])[N:32]=[CH:33][C:34]=1[Cl:35])([O-])=O. Product: [NH2:5][C:8]([CH3:38])([CH3:37])[CH2:9][O:10][C:11]1[CH:16]=[CH:15][C:14]([NH:17][C:18](=[O:29])[C:19]2[CH:24]=[CH:23][CH:22]=[C:21]([C:25]([F:28])([F:26])[F:27])[CH:20]=2)=[CH:13][C:12]=1[C:30]1[N:31]([CH3:36])[N:32]=[CH:33][C:34]=1[Cl:35]. The catalyst class is: 284. (6) Reactant: Br[C:2]1[S:3][C:4]2[C:10]([C:11]3[CH:16]=[CH:15][C:14]([Cl:17])=[CH:13][CH:12]=3)=[C:9]([C@H:18]([O:24][C:25]([CH3:28])([CH3:27])[CH3:26])[C:19]([O:21][CH2:22][CH3:23])=[O:20])[C:8]([CH3:29])=[CH:7][C:5]=2[N:6]=1.[Cl:30][C:31]1[CH:36]=[CH:35][C:34]([C:37]2([CH3:43])[O:42][CH2:41][CH2:40][NH:39][CH2:38]2)=[CH:33][CH:32]=1.CCN(C(C)C)C(C)C. Product: [C:25]([O:24][C@@H:18]([C:9]1[C:8]([CH3:29])=[CH:7][C:5]2[N:6]=[C:2]([N:39]3[CH2:40][CH2:41][O:42][C:37]([C:34]4[CH:35]=[CH:36][C:31]([Cl:30])=[CH:32][CH:33]=4)([CH3:43])[CH2:38]3)[S:3][C:4]=2[C:10]=1[C:11]1[CH:16]=[CH:15][C:14]([Cl:17])=[CH:13][CH:12]=1)[C:19]([O:21][CH2:22][CH3:23])=[O:20])([CH3:28])([CH3:27])[CH3:26]. The catalyst class is: 3. (7) Reactant: [O:1]1[C:5]2[CH:6]=[CH:7][C:8]([NH:10][C:11]3[C:16]([N+:17]([O-])=O)=[CH:15][CH:14]=[CH:13][N:12]=3)=[CH:9][C:4]=2[O:3][CH2:2]1.C(OCC)(=O)C.[H][H]. Product: [O:1]1[C:5]2[CH:6]=[CH:7][C:8]([NH:10][C:11]3[C:16]([NH2:17])=[CH:15][CH:14]=[CH:13][N:12]=3)=[CH:9][C:4]=2[O:3][CH2:2]1. The catalyst class is: 63.